Dataset: Drug-target binding data from BindingDB using IC50 measurements. Task: Regression. Given a target protein amino acid sequence and a drug SMILES string, predict the binding affinity score between them. We predict pIC50 (pIC50 = -log10(IC50 in M); higher means more potent). Dataset: bindingdb_ic50. The small molecule is CN(C)C/C=C/C(=O)Nc1ccc(-n2c(=O)cnc3cnc(Nc4ccccc4)nc32)cc1. The target protein sequence is MRPSGTAGAALLALLAALCPASRALEEKKVCQGTSNKLTQLGTFEDHFLSLQRMFNNCEVVLGNLEITYVQRNYDLSFLKTIQEVAGYVLIALNTVERIPLENLQIIRGNMYYENSYALAVLSNYDANKTGLKELPMRNLQEILHGAVRFSNNPALCNVESIQWRDIVSSDFLSNMSMDFQNHLGSCQKCDPSCPNGSCWGAGEENCQKLTKIICAQQCSGRCRGKSPSDCCHNQCAAGCTGPRESDCLVCRKFRDEATCKDTCPPLMLYNPTTYQMDVNPEGKYSFGATCVKKCPRNYVVTDHGSCVRACGADSYEMEEDGVRKCKKCEGPCRKVCNGIGIGEFKDSLSINATNIKHFKNCTSISGDLHILPVAFRGDSFTHTPPLDPQELDILKTVKEITGFLLIQAWPENRTDLHAFENLEIIRGRTKQHGQFSLAVVSLNITSLGLRSLKEISDGDVIISGNKNLCYANTINWKKLFGTSGQKTKIISNRGENSCK.... The pIC50 is 5.7.